Predict the reactants needed to synthesize the given product. From a dataset of Full USPTO retrosynthesis dataset with 1.9M reactions from patents (1976-2016). (1) The reactants are: C(O)C.[Na].[CH2:5]([OH:17])[C@H:6]([OH:16])[C@@H:7](O)[C@H:8]([OH:14])[C:9]([C:11]([OH:13])=[O:12])=[O:10]. Given the product [O:12]=[C:11]1[O:13][C@H:7]([C@H:6]([CH2:5][OH:17])[OH:16])[C:8]([OH:14])=[C:9]1[OH:10], predict the reactants needed to synthesize it. (2) Given the product [C:9]([O:13][C:14](=[O:20])[NH:15][C:16]1[N:1]=[C:2]2[CH:7]=[CH:6][C:5]([I:8])=[N:4][N:3]2[CH:17]=1)([CH3:12])([CH3:11])[CH3:10], predict the reactants needed to synthesize it. The reactants are: [NH2:1][C:2]1[N:3]=[N:4][C:5]([I:8])=[CH:6][CH:7]=1.[C:9]([O:13][C:14](=[O:20])[NH:15][C:16](=O)[CH2:17]Cl)([CH3:12])([CH3:11])[CH3:10].P([O-])([O-])(O)=O.[Na+].[Na+].O. (3) Given the product [C:1]([O:5][C:6](=[O:35])[NH:7][C:8]1[S:9][C:10]2[CH2:19][CH2:18][CH:17]([C:20]([F:21])([F:23])[F:22])[C:16]3[C:12](=[CH:13][N:14]([CH2:25][C:26]4[CH:27]=[CH:28][C:29]([O:32][CH3:33])=[CH:30][CH:31]=4)[N:15]=3)[C:11]=2[N:34]=1)([CH3:4])([CH3:2])[CH3:3], predict the reactants needed to synthesize it. The reactants are: [C:1]([O:5][C:6](=[O:35])[NH:7][C:8]1[S:9][C:10]2[CH2:19][CH2:18][C:17](Cl)([C:20]([F:23])([F:22])[F:21])[C:16]3[C:12](=[CH:13][N:14]([CH2:25][C:26]4[CH:31]=[CH:30][C:29]([O:32][CH3:33])=[CH:28][CH:27]=4)[N:15]=3)[C:11]=2[N:34]=1)([CH3:4])([CH3:3])[CH3:2].[Li+].[BH4-].O. (4) Given the product [NH:38]1[C:22]([C:19]2[CH:20]=[C:21]3[C:16](=[CH:17][CH:18]=2)[NH:15][N:14]=[C:13]3[C:9]2[CH:8]=[C:7]([CH:12]=[CH:11][CH:10]=2)[O:6][CH2:5][CH2:4][CH2:3][N:2]([CH3:1])[CH3:24])=[N:23][N:40]=[N:39]1, predict the reactants needed to synthesize it. The reactants are: [CH3:1][N:2]([CH3:24])[CH2:3][CH2:4][CH2:5][O:6][C:7]1[CH:8]=[C:9]([C:13]2[C:21]3[C:16](=[CH:17][CH:18]=[C:19]([C:22]#[N:23])[CH:20]=3)[NH:15][N:14]=2)[CH:10]=[CH:11][CH:12]=1.C([Sn]([N:38]=[N+:39]=[N-:40])(CCCC)CCCC)CCC.Cl.FC(F)(F)C(O)=O. (5) Given the product [CH3:1][O:2][C:3]([C:5]1[CH:6]([C:18]2[CH:23]=[CH:22][C:21]([F:24])=[CH:20][C:19]=2[Cl:25])[N:7]=[C:8]([C:13]2[S:14][CH:15]=[CH:16][N:17]=2)[NH:9][C:10]=1[CH2:11][N:30]1[CH2:31][C:27]([F:35])([F:26])[CH2:28][C@H:29]1[C:32]([OH:34])=[O:33])=[O:4], predict the reactants needed to synthesize it. The reactants are: [CH3:1][O:2][C:3]([C:5]1[CH:6]([C:18]2[CH:23]=[CH:22][C:21]([F:24])=[CH:20][C:19]=2[Cl:25])[N:7]=[C:8]([C:13]2[S:14][CH:15]=[CH:16][N:17]=2)[NH:9][C:10]=1[CH2:11]Br)=[O:4].[F:26][C:27]1([F:35])[CH2:31][NH:30][C@H:29]([C:32]([OH:34])=[O:33])[CH2:28]1.CCN(C(C)C)C(C)C. (6) Given the product [C:16]([NH:19][CH2:20][C:21]([N:5]([CH2:4][CH:3]([O:14][CH3:15])[O:2][CH3:1])[CH2:6][C:7]1[CH:8]=[CH:9][C:10]([F:13])=[CH:11][CH:12]=1)=[O:22])(=[O:18])[CH3:17], predict the reactants needed to synthesize it. The reactants are: [CH3:1][O:2][CH:3]([O:14][CH3:15])[CH2:4][NH:5][CH2:6][C:7]1[CH:12]=[CH:11][C:10]([F:13])=[CH:9][CH:8]=1.[C:16]([NH:19][CH2:20][C:21](O)=[O:22])(=[O:18])[CH3:17].C(Cl)CCl.C1C=CC2N(O)N=NC=2C=1. (7) Given the product [C:35]([C:30]1[CH:31]=[CH:32][CH:33]=[CH:34][C:29]=1[NH:28][C@@H:4]([CH2:5][C:6]1[CH:11]=[CH:10][C:9]([O:12][CH2:13][CH2:14][N:15]2[C:16]3[CH:17]=[CH:18][CH:19]=[CH:20][C:21]=3[C:22]3[C:27]2=[CH:26][CH:25]=[CH:24][CH:23]=3)=[CH:8][CH:7]=1)[C:3]([OH:43])=[O:2])(=[O:42])[C:36]1[CH:37]=[CH:38][CH:39]=[CH:40][CH:41]=1, predict the reactants needed to synthesize it. The reactants are: C[O:2][C:3](=[O:43])[C@@H:4]([NH:28][C:29]1[CH:34]=[CH:33][CH:32]=[CH:31][C:30]=1[C:35](=[O:42])[C:36]1[CH:41]=[CH:40][CH:39]=[CH:38][CH:37]=1)[CH2:5][C:6]1[CH:11]=[CH:10][C:9]([O:12][CH2:13][CH2:14][N:15]2[C:27]3[CH:26]=[CH:25][CH:24]=[CH:23][C:22]=3[C:21]3[C:16]2=[CH:17][CH:18]=[CH:19][CH:20]=3)=[CH:8][CH:7]=1.[OH-].[Na+].